Dataset: Reaction yield outcomes from USPTO patents with 853,638 reactions. Task: Predict the reaction yield, written as a fraction of the theoretical maximum amount of product (1.0 means a 100% yield; for example, 0.34 means a 34% yield). (1) The product is [CH3:19][S:20]([NH:1][C@@H:2]1[C:10]2[C:5](=[CH:6][CH:7]=[CH:8][CH:9]=2)[CH2:4][C@@H:3]1[O:11][S:20]([CH3:19])(=[O:22])=[O:21])(=[O:22])=[O:21]. The reactants are [NH2:1][C@@H:2]1[C:10]2[C:5](=[CH:6][CH:7]=[CH:8][CH:9]=2)[CH2:4][C@@H:3]1[OH:11].C(N(CC)CC)C.[CH3:19][S:20](Cl)(=[O:22])=[O:21]. The catalyst is C1COCC1. The yield is 0.930. (2) The reactants are [OH:1][C:2]1([CH2:10][O:11][C:12]2[CH:17]=[C:16]([CH3:18])[C:15]([C:19]3[CH:24]=[CH:23][CH:22]=[C:21]([CH2:25][O:26][C:27]4[CH:40]=[CH:39][C:30]5[C@H:31]([CH2:34][C:35]([O:37]C)=[O:36])[CH2:32][O:33][C:29]=5[CH:28]=4)[CH:20]=3)=[C:14]([CH3:41])[CH:13]=2)[CH2:7][CH2:6][S:5](=[O:9])(=[O:8])[CH2:4][CH2:3]1.CO.[OH-].[Na+].Cl. The catalyst is O.O1CCCC1. The product is [OH:1][C:2]1([CH2:10][O:11][C:12]2[CH:17]=[C:16]([CH3:18])[C:15]([C:19]3[CH:24]=[CH:23][CH:22]=[C:21]([CH2:25][O:26][C:27]4[CH:40]=[CH:39][C:30]5[C@H:31]([CH2:34][C:35]([OH:37])=[O:36])[CH2:32][O:33][C:29]=5[CH:28]=4)[CH:20]=3)=[C:14]([CH3:41])[CH:13]=2)[CH2:3][CH2:4][S:5](=[O:8])(=[O:9])[CH2:6][CH2:7]1. The yield is 0.760. (3) The reactants are C1(O[C:8](=[O:26])[NH:9][C:10]2[CH:15]=[CH:14][CH:13]=[C:12]([CH2:16][NH:17][C:18]([O:20][C@H:21]3[CH2:25][CH2:24][O:23][CH2:22]3)=[O:19])[CH:11]=2)C=CC=CC=1.[CH3:27][O:28][C:29]1[CH:30]=[C:31]([NH2:40])[CH:32]=[CH:33][C:34]=1[C:35]1[O:39][CH:38]=[N:37][CH:36]=1.C(N(C(C)C)CC)(C)C. The catalyst is C(OCC)(=O)C. The product is [CH3:27][O:28][C:29]1[CH:30]=[C:31]([NH:40][C:8](=[O:26])[NH:9][C:10]2[CH:11]=[C:12]([CH:13]=[CH:14][CH:15]=2)[CH2:16][NH:17][C:18](=[O:19])[O:20][C@H:21]2[CH2:25][CH2:24][O:23][CH2:22]2)[CH:32]=[CH:33][C:34]=1[C:35]1[O:39][CH:38]=[N:37][CH:36]=1. The yield is 0.904. (4) The reactants are [N:1]1[C:2]([C:10]2[CH:11]=C([CH:15]=[CH:16][CH:17]=2)C#N)=[CH:3][N:4]2[C:9]=1[CH:8]=[CH:7][CH:6]=[N:5]2.[OH-:18].[Na+].Cl.[CH3:21][CH2:22][OH:23]. The catalyst is O. The product is [N:1]1[C:2]([C:10]2[CH:11]=[C:21]([CH:15]=[CH:16][CH:17]=2)[C:22]([OH:18])=[O:23])=[CH:3][N:4]2[C:9]=1[CH:8]=[CH:7][CH:6]=[N:5]2. The yield is 0.600. (5) The reactants are [F:1][C:2]1[CH:7]=[CH:6][C:5]([F:8])=[CH:4][C:3]=1[CH:9]([S:13]([C:16]1[CH:22]=[CH:21][C:19]([CH3:20])=[CH:18][CH:17]=1)(=[O:15])=[O:14])[NH:10][CH:11]=O.P(Cl)(Cl)(Cl)=O. The catalyst is COCCOC. The product is [F:1][C:2]1[CH:7]=[CH:6][C:5]([F:8])=[CH:4][C:3]=1[CH:9]([N+:10]#[C-:11])[S:13]([C:16]1[CH:22]=[CH:21][C:19]([CH3:20])=[CH:18][CH:17]=1)(=[O:14])=[O:15]. The yield is 0.340. (6) The reactants are [Br:1][C:2]1[CH:11]=[C:10]2[C:5]([C:6](Cl)=[C:7]([CH:16]=O)[C:8](=[O:15])[N:9]2[CH:12]([CH3:14])[CH3:13])=[CH:4][CH:3]=1.O.[NH2:20][NH2:21].O. The catalyst is CN(C=O)C. The product is [Br:1][C:2]1[CH:3]=[CH:4][C:5]2[C:6]3[NH:21][N:20]=[CH:16][C:7]=3[C:8](=[O:15])[N:9]([CH:12]([CH3:14])[CH3:13])[C:10]=2[CH:11]=1. The yield is 0.730. (7) The reactants are [NH2:1][C@@H:2]1[C:11]2[C:6](=[CH:7][CH:8]=[CH:9][CH:10]=2)[C@H:5]([O:12][C:13]2[CH:14]=[CH:15][C:16]([C:19]([N:21]3[CH2:26][CH2:25][O:24][CH2:23][CH2:22]3)=[O:20])=[N:17][CH:18]=2)[CH2:4][CH2:3]1.ClC(Cl)(Cl)C[O:30][C:31](=O)[NH:32][C:33]1[N:34]([C:42]2[CH:47]=[CH:46][C:45]([CH3:48])=[CH:44][CH:43]=2)[N:35]=[C:36]([C:38]([CH3:41])([CH3:40])[CH3:39])[CH:37]=1.C(N(C(C)C)CC)(C)C. The catalyst is O1CCOCC1. The product is [C:38]([C:36]1[CH:37]=[C:33]([NH:32][C:31]([NH:1][C@@H:2]2[C:11]3[C:6](=[CH:7][CH:8]=[CH:9][CH:10]=3)[C@H:5]([O:12][C:13]3[CH:18]=[N:17][C:16]([C:19]([N:21]4[CH2:26][CH2:25][O:24][CH2:23][CH2:22]4)=[O:20])=[CH:15][CH:14]=3)[CH2:4][CH2:3]2)=[O:30])[N:34]([C:42]2[CH:47]=[CH:46][C:45]([CH3:48])=[CH:44][CH:43]=2)[N:35]=1)([CH3:41])([CH3:39])[CH3:40]. The yield is 0.300.